This data is from Forward reaction prediction with 1.9M reactions from USPTO patents (1976-2016). The task is: Predict the product of the given reaction. The product is: [CH2:10]([N:13]([CH2:6][C:5]1[CH:8]=[CH:9][C:2]([OH:1])=[CH:3][CH:4]=1)[CH2:14][CH2:15][CH3:16])[CH2:11][CH3:12]. Given the reactants [OH:1][C:2]1[CH:9]=[CH:8][C:5]([CH:6]=O)=[CH:4][CH:3]=1.[CH2:10]([NH:13][CH2:14][CH2:15][CH3:16])[CH2:11][CH3:12].C(OC)(OC)OC.C([BH3-])#N.[Na+], predict the reaction product.